Dataset: Reaction yield outcomes from USPTO patents with 853,638 reactions. Task: Predict the reaction yield, written as a fraction of the theoretical maximum amount of product (1.0 means a 100% yield; for example, 0.34 means a 34% yield). (1) The reactants are [F:1][C:2]1[CH:7]=[C:6]([F:8])[C:5]([F:9])=[CH:4][C:3]=1[CH2:10][C:11](=O)[CH2:12][C:13]([O:15][CH3:16])=[O:14].C([O-])(=O)C.[NH4+:22]. The catalyst is CO. The product is [CH3:16][O:15][C:13](=[O:14])/[CH:12]=[C:11](\[NH2:22])/[CH2:10][C:3]1[CH:4]=[C:5]([F:9])[C:6]([F:8])=[CH:7][C:2]=1[F:1]. The yield is 0.896. (2) The reactants are [CH3:1][O:2][C:3]1[CH:8]=[CH:7][C:6]([NH:9][C:10]2[CH:15]=[CH:14][CH:13]=[CH:12][CH:11]=2)=[C:5]([CH3:16])[CH:4]=1.I[C:18]1[CH:23]=[CH:22][C:21]([C:24]2[CH:29]=[CH:28][C:27]([C:30]3[CH:35]=[CH:34][C:33](I)=[CH:32][CH:31]=3)=[CH:26][CH:25]=2)=[CH:20][CH:19]=1.[C:37](=[O:40])([O-])[O-].[K+].[K+].CCCCC[CH2:48][CH2:49][CH2:50][CH2:51][CH2:52][CH2:53][CH3:54]. The catalyst is [Cu]. The product is [CH3:1][O:2][C:3]1[CH:8]=[CH:7][C:6]([N:9]([C:10]2[CH:11]=[CH:12][CH:13]=[CH:14][CH:15]=2)[C:18]2[CH:23]=[CH:22][C:21]([C:24]3[CH:29]=[CH:28][C:27]([C:30]4[CH:35]=[CH:34][C:33]([N:9]([C:54]5[CH:53]=[CH:52][C:51]([O:40][CH3:37])=[CH:50][C:49]=5[CH3:48])[C:6]5[CH:7]=[CH:8][CH:3]=[CH:4][CH:5]=5)=[CH:32][CH:31]=4)=[CH:26][CH:25]=3)=[CH:20][CH:19]=2)=[C:5]([CH3:16])[CH:4]=1. The yield is 0.800. (3) The reactants are CC(C)([O-])C.[K+].[OH:7][NH:8][C:9](=O)[CH3:10].F[C:13]1[C:20]([I:21])=[C:19]([CH3:22])[CH:18]=[CH:17]C=1C#N.C[N:24](C=O)C. No catalyst specified. The product is [I:21][C:20]1[C:13]2[O:7][N:8]=[C:9]([NH2:24])[C:10]=2[CH:17]=[CH:18][C:19]=1[CH3:22]. The yield is 0.810. (4) The reactants are [O:1]1[CH:5]=[CH:4][CH:3]=[C:2]1[C:6]1[N:11]=[C:10]([NH2:12])[NH:9][C:8]2=[N:13][CH:14]=[CH:15][C:7]=12.[CH2:16]([N:23]=[C:24]=[O:25])[C:17]1[CH:22]=[CH:21][CH:20]=[CH:19][CH:18]=1. The catalyst is C1COCC1. The product is [CH2:16]([NH:23][C:24]([NH:12][C:10]1[NH:9][C:8]2=[N:13][CH:14]=[CH:15][C:7]2=[C:6]([C:2]2[O:1][CH:5]=[CH:4][CH:3]=2)[N:11]=1)=[O:25])[C:17]1[CH:22]=[CH:21][CH:20]=[CH:19][CH:18]=1. The yield is 0.190. (5) The reactants are [NH2:1][C@H:2]1[CH2:7][CH2:6][C@H:5]([CH2:8][NH:9][C:10]2[C:15]([N+:16]([O-:18])=[O:17])=[CH:14][N:13]=[C:12]([NH:19][CH2:20][C:21]3[CH:26]=[CH:25][CH:24]=[CH:23][C:22]=3[O:27][C:28]([F:31])([F:30])[F:29])[N:11]=2)[CH2:4][CH2:3]1.[CH3:32][N:33]1[C:37]([CH3:38])=[C:36]([CH:39]=O)[CH:35]=[N:34]1.[BH-](OC(C)=O)(OC(C)=O)OC(C)=O.[Na+]. The catalyst is C(Cl)Cl.C([O-])([O-])=O.[Na+].[Na+]. The product is [CH3:32][N:33]1[C:37]([CH3:38])=[C:36]([CH2:39][NH:1][C@H:2]2[CH2:3][CH2:4][C@H:5]([CH2:8][NH:9][C:10]3[C:15]([N+:16]([O-:18])=[O:17])=[CH:14][N:13]=[C:12]([NH:19][CH2:20][C:21]4[CH:26]=[CH:25][CH:24]=[CH:23][C:22]=4[O:27][C:28]([F:30])([F:31])[F:29])[N:11]=3)[CH2:6][CH2:7]2)[CH:35]=[N:34]1. The yield is 0.520. (6) The reactants are [C:1](/[CH:3]=[CH:4]/[S:5]([C:8]1[CH:13]=[CH:12][C:11]([C:14]([CH3:19])([CH3:18])[C:15]([OH:17])=O)=[CH:10][CH:9]=1)(=[O:7])=[O:6])#[N:2].[CH3:20][NH:21][CH2:22][C:23]1[CH:28]=[CH:27][CH:26]=[CH:25][CH:24]=1.Cl.CN(C)CCCN=C=NCC.ON1C2C=CC=CC=2N=N1. The catalyst is C(Cl)Cl. The product is [CH2:22]([N:21]([CH3:20])[C:15](=[O:17])[C:14]([C:11]1[CH:10]=[CH:9][C:8]([S:5](/[CH:4]=[CH:3]/[C:1]#[N:2])(=[O:6])=[O:7])=[CH:13][CH:12]=1)([CH3:19])[CH3:18])[C:23]1[CH:28]=[CH:27][CH:26]=[CH:25][CH:24]=1. The yield is 0.320. (7) The reactants are Cl[C:2]1[N:7]=[C:6]([C:8]2[S:12][C:11]3[C:13]([C:17]4[C:22]([CH3:23])=[CH:21][N:20]=[C:19]([F:24])[CH:18]=4)=[CH:14][CH:15]=[CH:16][C:10]=3[CH:9]=2)[C:5]([F:25])=[CH:4][N:3]=1.[N:26]1([CH2:31][CH2:32][NH2:33])[CH:30]=[CH:29][N:28]=[N:27]1. The catalyst is C(O)CCC.O1CCOCC1.O1CCOCC1.CN1C(=O)CCC1.CN1C(=O)CCC1.C(Cl)(Cl)Cl.C(O)(C)C. The product is [N:26]1([CH2:31][CH2:32][NH:33][C:2]2[N:7]=[C:6]([C:8]3[S:12][C:11]4[C:13]([C:17]5[C:22]([CH3:23])=[CH:21][N:20]=[C:19]([F:24])[CH:18]=5)=[CH:14][CH:15]=[CH:16][C:10]=4[CH:9]=3)[C:5]([F:25])=[CH:4][N:3]=2)[CH:30]=[CH:29][N:28]=[N:27]1. The yield is 0.590.